From a dataset of Catalyst prediction with 721,799 reactions and 888 catalyst types from USPTO. Predict which catalyst facilitates the given reaction. (1) The catalyst class is: 1. Product: [Cl:9][C:4]1[CH:3]=[C:2]([CH:7]=[CH:6][C:5]=1[F:8])[C:14]([C@@H:16]1[CH2:21][CH2:20][CH2:19][N:18]([C:22]([O:24][C:25]([CH3:28])([CH3:27])[CH3:26])=[O:23])[CH2:17]1)=[O:15]. Reactant: Br[C:2]1[CH:7]=[CH:6][C:5]([F:8])=[C:4]([Cl:9])[CH:3]=1.[Mg].CON(C)[C:14]([C@@H:16]1[CH2:21][CH2:20][CH2:19][N:18]([C:22]([O:24][C:25]([CH3:28])([CH3:27])[CH3:26])=[O:23])[CH2:17]1)=[O:15]. (2) Reactant: [Br:1][C:2]1[CH:7]=[CH:6][CH:5]=[CH:4][C:3]=1[CH:8]([OH:13])[C:9]([F:12])([F:11])[F:10].C(Cl)Cl.[CH:17]1[CH:22]=[CH:21][C:20]([O:23][C:24](Cl)=[S:25])=[CH:19][CH:18]=1. Product: [C:20]1([O:23][C:24](=[S:25])[O:13][CH:8]([C:3]2[CH:4]=[CH:5][CH:6]=[CH:7][C:2]=2[Br:1])[C:9]([F:11])([F:12])[F:10])[CH:21]=[CH:22][CH:17]=[CH:18][CH:19]=1. The catalyst class is: 6. (3) Reactant: O=P(Cl)(Cl)Cl.[Br:6][C:7]1[N:12]=[CH:11][C:10]2[CH:13]=[CH:14][N:15]([CH:16]([CH3:18])[CH3:17])[C:9]=2[CH:8]=1.[C:19](=O)(O)[O-:20].[Na+]. Product: [Br:6][C:7]1[N:12]=[CH:11][C:10]2[C:13]([CH:19]=[O:20])=[CH:14][N:15]([CH:16]([CH3:18])[CH3:17])[C:9]=2[CH:8]=1. The catalyst class is: 3. (4) Reactant: [Br:1][C:2]1[S:6][C:5](C=O)=[CH:4][C:3]=1[CH3:9].S([CH2:20][N+:21]#[C-:22])(C1C=CC(C)=CC=1)(=O)=O.[C:23]([O-:26])([O-])=O.[K+].[K+]. Product: [Br:1][C:2]1([C:23]2[O:26][CH:22]=[N:21][CH:20]=2)[S:6][CH2:5][CH:4]=[C:3]1[CH3:9]. The catalyst class is: 5.